The task is: Predict the product of the given reaction.. This data is from Forward reaction prediction with 1.9M reactions from USPTO patents (1976-2016). (1) Given the reactants C[O:2][C:3]([C:5]1[CH:26]=[CH:25][C:8]2[N:9]([CH2:23][CH3:24])[C:10]([NH:12][C:13]3[S:14][C:15]4[CH:21]=[C:20]([Cl:22])[CH:19]=[CH:18][C:16]=4[N:17]=3)=[N:11][C:7]=2[CH:6]=1)=[O:4].[OH-].[Na+].CO, predict the reaction product. The product is: [Cl:22][C:20]1[CH:19]=[CH:18][C:16]2[N:17]=[C:13]([NH:12][C:10]3[N:9]([CH2:23][CH3:24])[C:8]4[CH:25]=[CH:26][C:5]([C:3]([OH:4])=[O:2])=[CH:6][C:7]=4[N:11]=3)[S:14][C:15]=2[CH:21]=1. (2) Given the reactants Cl[C:2]1[CH:7]=[C:6]([C:8]#[N:9])[CH:5]=[C:4]([N:10]2[CH2:15][CH2:14][O:13][CH2:12][CH2:11]2)[N:3]=1.[F:16][C:17]([F:28])([F:27])[C:18]1[CH:23]=[CH:22][C:21](B(O)O)=[CH:20][CH:19]=1.C(=O)([O-])[O-].[Cs+].[Cs+].CC(C1C=C(C(C)C)C(C2C=CC=CC=2P(C2CCCCC2)C2CCCCC2)=C(C(C)C)C=1)C, predict the reaction product. The product is: [O:13]1[CH2:14][CH2:15][N:10]([C:4]2[CH:5]=[C:6]([C:8]#[N:9])[CH:7]=[C:2]([C:21]3[CH:22]=[CH:23][C:18]([C:17]([F:28])([F:27])[F:16])=[CH:19][CH:20]=3)[N:3]=2)[CH2:11][CH2:12]1.